The task is: Predict the reaction yield, written as a fraction of the theoretical maximum amount of product (1.0 means a 100% yield; for example, 0.34 means a 34% yield).. This data is from Reaction yield outcomes from USPTO patents with 853,638 reactions. The reactants are C[C:2]1[NH:3][CH:4]=[CH:5][N:6]=1.[Br:7][CH2:8][CH3:9].[CH:10](O)(C)C. No catalyst specified. The product is [Br-:7].[CH2:8]([N+:6]1[CH:5]=[CH:4][N:3]([CH3:10])[CH:2]=1)[CH3:9]. The yield is 0.997.